Task: Predict the reactants needed to synthesize the given product.. Dataset: Full USPTO retrosynthesis dataset with 1.9M reactions from patents (1976-2016) Given the product [CH:12]1[CH:13]=[CH:14][C:15]([Cl:33])=[C:16]([C:18]2[C:25]3[CH:26]=[C:27]([N+:30]([O-:32])=[O:31])[CH:28]=[CH:29][C:24]=3[NH:23][C:21](=[O:22])[CH2:20][N:19]=2)[CH:17]=1.[Br:70][CH2:71][C:72]([NH2:1])=[O:73], predict the reactants needed to synthesize it. The reactants are: [NH:1]1C2C=CC=CC=2C=CC=N1.[CH:12]1[CH:13]=[CH:14][C:15]([Cl:33])=[C:16]([C:18]2[C:25]3[CH:26]=[C:27]([N+:30]([O-:32])=[O:31])[CH:28]=[CH:29][C:24]=3[NH:23][C:21](=[O:22])[CH2:20][N:19]=2)[CH:17]=1.ClC1C=CC=CC=1C(C1C=CC=CC=1[N+]([O-])=O)=O.ClC1C=CC=CC=1C(C1C=CC=CC=1N)=O.[H][H].[Br:70][CH2:71][C:72](Br)=[O:73].